Predict the reaction yield, written as a fraction of the theoretical maximum amount of product (1.0 means a 100% yield; for example, 0.34 means a 34% yield). From a dataset of Reaction yield outcomes from USPTO patents with 853,638 reactions. (1) The reactants are [Br-].C([P+]([C:4]1[CH:9]=[CH:8][CH:7]=[CH:6][CH:5]=1)([C:4]1[CH:9]=[CH:8][CH:7]=[CH:6][CH:5]=1)[C:4]1[CH:9]=[CH:8][CH:7]=[CH:6][CH:5]=1)C[C:4]1[CH:9]=[CH:8][CH:7]=[CH:6][CH:5]=1.[Li][CH2:30][CH2:31][CH2:32][CH3:33].[CH3:34][C:35]1[CH2:40][CH2:39][CH2:38][C:37]([CH3:42])([CH3:41])[C:36]=1/[CH:43]=[CH:44]/C(=O)C. No catalyst specified. The product is [CH3:33][C:32](/[CH:44]=[CH:43]/[C:36]1[C:37]([CH3:41])([CH3:42])[CH2:38][CH2:39][CH2:40][C:35]=1[CH3:34])=[CH:31][CH2:30][C:4]1[CH:9]=[CH:8][CH:7]=[CH:6][CH:5]=1. The yield is 0.610. (2) The reactants are [Br:1][C:2]1[CH:7]=[CH:6][C:5]([NH2:8])=[C:4](I)[CH:3]=1.[C:10]1(B2OC(C)(C)C(C)(C)O2)[CH2:15][CH2:14][CH2:13][CH2:12][CH:11]=1.C([O-])([O-])=O.[Na+].[Na+].CCOC(C)=O. The catalyst is O1CCOCC1.C1C=CC([P]([Pd]([P](C2C=CC=CC=2)(C2C=CC=CC=2)C2C=CC=CC=2)([P](C2C=CC=CC=2)(C2C=CC=CC=2)C2C=CC=CC=2)[P](C2C=CC=CC=2)(C2C=CC=CC=2)C2C=CC=CC=2)(C2C=CC=CC=2)C2C=CC=CC=2)=CC=1. The product is [Br:1][C:2]1[CH:7]=[CH:6][C:5]([NH2:8])=[C:4]([C:10]2[CH2:15][CH2:14][CH2:13][CH2:12][CH:11]=2)[CH:3]=1. The yield is 0.870.